From a dataset of Experimentally validated miRNA-target interactions with 360,000+ pairs, plus equal number of negative samples. Binary Classification. Given a miRNA mature sequence and a target amino acid sequence, predict their likelihood of interaction. (1) The miRNA is hsa-miR-378d with sequence ACUGGACUUGGAGUCAGAAA. The protein sequence of the target gene is MASRRMETKPVITCLKTLLIIYSFVFWITGVILLAVGVWGKLTLGTYISLIAENSTNAPYVLIGTGTTIVVFGLFGCFATCRGSPWMLKLYAMFLSLVFLAELVAGISGFVFRHEIKDTFLRTYTDAMQNYNGNDERSRAVDHVQRSLSCCGVQNYTNWSSSPYFLDHGIPPSCCMNETDCNPLDLHNLTVAATKVNQKGCYDLVTSFMETNMGIIAGVAFGIAFSQLIGMLLACCLSRFITANQYEMV. Result: 0 (no interaction). (2) The miRNA is rno-miR-152-3p with sequence UCAGUGCAUGACAGAACUUGG. The protein sequence of the target gene is MVDRLANSEANTRRISIVENCFGAAGQPLTIPGRVLIGEGVLTKLCRKKPKARQFFLFNDILVYGNIVIQKKKYNKQHIIPLENVTIDSIKDEGDLRNGWLIKTPTKSFAVYAATATEKSEWMNHINKCVTDLLSKSGKTPSNEHAAVWVPDSEATVCMRCQKAKFTPVNRRHHCRKCGFVVCGPCSEKRFLLPSQSSKPVRICDFCYDLLSAGDMATCQPARSDSYSQSLKSPLNDMSDDDDDDDSSD. Result: 0 (no interaction). (3) The miRNA is hsa-miR-1277-5p with sequence AAAUAUAUAUAUAUAUGUACGUAU. The protein sequence of the target gene is MNSDQDVALKLAQERAEIVAKYDRGREGAEIEPWEDADYLVYKVTDRFGFLHEEELPDHNVAVERQKHLEIERTTKWLKMLKGWEKYKNTEKFHRRIYKGIPLQLRGEVWALLLEIPKMKEETRDLYSKLKHRARGCSPDIRQIDLDVNRTFRDHIMFRDRYGVKQQSLFHVLAAYSIYNTEVGYCQGMSQITALLLMYMNEEDAFWALVKLFSGPKHAMHGFFVQGFPKLLRFQEHHEKILNKFLSKLKQHLDSQEIYTSFYTMKWFFQCFLDRTPFTLNLRIWDIYIFEGERVLTAMS.... Result: 1 (interaction). (4) Result: 0 (no interaction). The miRNA is mmu-miR-497a-5p with sequence CAGCAGCACACUGUGGUUUGUA. The protein sequence of the target gene is MSAAGILAFAQQGWEQVLAKVKWSVVYLDAACAESLHWSCGSSRLLEAVKGPACHLREFEPQAIGGGAKQPRAVFVLSSPLKGRIVDTLQSIICRSHFQHCVVVTAVSHAVHLTANHVPAAAAAELEGQQPVFEQLEEKLCEWMGNENYTAEVLHVPLFLAPVASHLAFTPAFATLFPLLPQDVHALNSARPDKRRLSSLGEVDATALTPELLLYIRCLVSGLSSLCEHLGVREECFAVGPLSRVIATDLANYAPAKNRKKTATGRASVVFVDRTLDLTGAVGHHGDNLVEKIMSVLPQL.... (5) The miRNA is mmu-miR-377-3p with sequence AUCACACAAAGGCAACUUUUGU. The protein sequence of the target gene is MNGVAFCLVGIPPRPEPRPPQLPLGPRDGCSSGRPLPWPGPRTLLLRKSLQDGFGFTLRHFIVYPPESAVHCILKEEENGGRGGGPSPRHRLEPMDTIFVKNVKDGGPAHRAGLRTGDRLVKVNGESIIGKTYSQVIGLIQNSDDTLELSIMPKDEDILQLAYSQDAYLKGNEPYSGEARSIPEPPPLCYPRKTYAPPTRAPAWATMVPEPISALPPDPRSPAAWSDPGSRVPSATRAHLDNSSLGMSQPRPSPGAFPHLPSESRTPRAFPEPGSRVLPSRLECQQALSHWLSNQIPRRA.... Result: 1 (interaction).